This data is from Catalyst prediction with 721,799 reactions and 888 catalyst types from USPTO. The task is: Predict which catalyst facilitates the given reaction. (1) Reactant: [C@@H:1]12[CH2:7][C@@H:4]([CH2:5][CH2:6]1)[CH2:3][C@@H:2]2[NH:8][C:9]1[S:10][CH:11]([CH3:15])[C:12](=[O:14])[N:13]=1.[Li+].CC([N-]C(C)C)C.[CH3:24][C:25]([CH3:27])=[O:26]. Product: [C@@H:1]12[CH2:7][C@@H:4]([CH2:5][CH2:6]1)[CH2:3][C@@H:2]2[NH:8][C:9]1[S:10][C:11]([C:25]([OH:26])([CH3:27])[CH3:24])([CH3:15])[C:12](=[O:14])[N:13]=1. The catalyst class is: 1. (2) Reactant: [O:1]=[C:2]1[C:11]2[C:6](=[CH:7][CH:8]=[CH:9][CH:10]=2)[C:5]([CH2:12][C:13]2[N:18]=[C:17]([C:19]([OH:21])=O)[CH:16]=[CH:15][CH:14]=2)=[N:4][NH:3]1.C(N(CC)CC)C.C(OC([N:36]1[CH2:41][CH2:40][NH:39][CH2:38][CH2:37]1)=O)(C)(C)C.F[P-](F)(F)(F)(F)F.N1(OC(N(C)C)=[N+](C)C)C2C=CC=CC=2N=N1. Product: [N:36]1([C:19]([C:17]2[N:18]=[C:13]([CH2:12][C:5]3[C:6]4[C:11](=[CH:10][CH:9]=[CH:8][CH:7]=4)[C:2](=[O:1])[NH:3][N:4]=3)[CH:14]=[CH:15][CH:16]=2)=[O:21])[CH2:41][CH2:40][NH:39][CH2:38][CH2:37]1. The catalyst class is: 9.